The task is: Predict which catalyst facilitates the given reaction.. This data is from Catalyst prediction with 721,799 reactions and 888 catalyst types from USPTO. The catalyst class is: 2. Product: [NH2:14][CH2:13][CH:12]1[CH2:11][CH2:10][N:15]([C:10]2[CH:11]=[CH:12][C:13]3[N:14]([C:16]([C:19]4[CH:24]=[CH:23][CH:22]=[C:21]([O:25][C:26]([F:27])([F:28])[F:29])[CH:20]=4)=[CH:17][N:18]=3)[N:15]=2)[C:37](=[O:38])[CH2:39]1. Reactant: O=C1CC(CN[C:10]2[CH:11]=[CH:12][C:13]3[N:14]([C:16]([C:19]4[CH:24]=[CH:23][CH:22]=[C:21]([O:25][C:26]([F:29])([F:28])[F:27])[CH:20]=4)=[CH:17][N:18]=3)[N:15]=2)CCN1C(OC(C)(C)C)=O.[C:37](O)([C:39](F)(F)F)=[O:38].